This data is from Full USPTO retrosynthesis dataset with 1.9M reactions from patents (1976-2016). The task is: Predict the reactants needed to synthesize the given product. Given the product [Cl:1][CH2:2][CH2:3][CH:4]([O:5][S:20]([CH3:19])(=[O:22])=[O:21])[C:6]1[CH:11]=[CH:10][CH:9]=[CH:8][CH:7]=1, predict the reactants needed to synthesize it. The reactants are: [Cl:1][CH2:2][CH2:3][CH:4]([C:6]1[CH:11]=[CH:10][CH:9]=[CH:8][CH:7]=1)[OH:5].C(N(CC)CC)C.[CH3:19][S:20](Cl)(=[O:22])=[O:21].